This data is from Peptide-MHC class II binding affinity with 134,281 pairs from IEDB. The task is: Regression. Given a peptide amino acid sequence and an MHC pseudo amino acid sequence, predict their binding affinity value. This is MHC class II binding data. (1) The peptide sequence is VEFEPPHAATIRVLA. The MHC is HLA-DQA10201-DQB10402 with pseudo-sequence HLA-DQA10201-DQB10402. The binding affinity (normalized) is 0.571. (2) The peptide sequence is PIYNVLPTTSLVLGKNQTLAT. The MHC is DRB1_0101 with pseudo-sequence DRB1_0101. The binding affinity (normalized) is 0.490. (3) The peptide sequence is AFILDGRNLFPKV. The MHC is HLA-DQA10501-DQB10201 with pseudo-sequence HLA-DQA10501-DQB10201. The binding affinity (normalized) is 0.200. (4) The peptide sequence is NLADAVSKAPQLVPK. The MHC is DRB1_1201 with pseudo-sequence DRB1_1201. The binding affinity (normalized) is 0.298. (5) The peptide sequence is IKRIHEYKRQLMNIL. The MHC is HLA-DPA10201-DPB11401 with pseudo-sequence HLA-DPA10201-DPB11401. The binding affinity (normalized) is 0.0627.